This data is from Full USPTO retrosynthesis dataset with 1.9M reactions from patents (1976-2016). The task is: Predict the reactants needed to synthesize the given product. Given the product [NH2:1][C:2]1[C:11]([C:12]2[S:13][C:14]3[CH:20]=[CH:19][C:18]([NH:21][C:22]([NH:24][C:25]4[CH:30]=[CH:29][CH:28]=[C:27]([CH3:31])[CH:26]=4)=[O:23])=[CH:17][C:15]=3[CH:16]=2)=[CH:10][C:5]([C:6]([OH:8])=[O:7])=[CH:4][N:3]=1, predict the reactants needed to synthesize it. The reactants are: [NH2:1][C:2]1[C:11]([C:12]2[S:13][C:14]3[CH:20]=[CH:19][C:18]([NH:21][C:22]([NH:24][C:25]4[CH:30]=[CH:29][CH:28]=[C:27]([CH3:31])[CH:26]=4)=[O:23])=[CH:17][C:15]=3[CH:16]=2)=[CH:10][C:5]([C:6]([O:8]C)=[O:7])=[CH:4][N:3]=1.[OH-].[K+].